Predict the product of the given reaction. From a dataset of Forward reaction prediction with 1.9M reactions from USPTO patents (1976-2016). Given the reactants Cl[C:2]1[N:7]=[C:6]([O:8][C@@H:9]([C@H:11]2[CH2:15][NH:14][C:13](=[O:16])[CH2:12]2)[CH3:10])[C:5]2[N:17]([CH:20]([F:22])[F:21])[CH:18]=[N:19][C:4]=2[CH:3]=1.[F:23][CH:24]([F:40])[CH2:25][N:26]1[CH:30]=[C:29](B2OC(C)(C)C(C)(C)O2)[CH:28]=[N:27]1.[O-]P([O-])([O-])=O.[K+].[K+].[K+], predict the reaction product. The product is: [F:23][CH:24]([F:40])[CH2:25][N:26]1[CH:30]=[C:29]([C:2]2[N:7]=[C:6]([O:8][C@@H:9]([C@H:11]3[CH2:15][NH:14][C:13](=[O:16])[CH2:12]3)[CH3:10])[C:5]3[N:17]([CH:20]([F:22])[F:21])[CH:18]=[N:19][C:4]=3[CH:3]=2)[CH:28]=[N:27]1.